From a dataset of Catalyst prediction with 721,799 reactions and 888 catalyst types from USPTO. Predict which catalyst facilitates the given reaction. Reactant: C([O:8][C:9]1[C:10]2[N:11]([CH:15]=[C:16]([CH3:18])[N:17]=2)[CH:12]=[CH:13][CH:14]=1)C1C=CC=CC=1.[H][H]. Product: [CH3:18][C:16]1[N:17]=[C:10]2[C:9](=[O:8])[CH2:14][CH2:13][CH2:12][N:11]2[CH:15]=1. The catalyst class is: 5.